The task is: Regression. Given a peptide amino acid sequence and an MHC pseudo amino acid sequence, predict their binding affinity value. This is MHC class I binding data.. This data is from Peptide-MHC class I binding affinity with 185,985 pairs from IEDB/IMGT. The binding affinity (normalized) is 0.213. The peptide sequence is RRRGACVVY. The MHC is HLA-B53:01 with pseudo-sequence HLA-B53:01.